This data is from Reaction yield outcomes from USPTO patents with 853,638 reactions. The task is: Predict the reaction yield, written as a fraction of the theoretical maximum amount of product (1.0 means a 100% yield; for example, 0.34 means a 34% yield). (1) The reactants are [Br:1][C:2]1[CH:3]=[C:4]([NH2:8])[CH:5]=[N:6][CH:7]=1.[C:9](Cl)(=[O:16])[C:10]1[CH:15]=[CH:14][CH:13]=[CH:12][CH:11]=1. The catalyst is C1COCC1. The product is [Br:1][C:2]1[CH:3]=[C:4]([NH:8][C:9](=[O:16])[C:10]2[CH:15]=[CH:14][CH:13]=[CH:12][CH:11]=2)[CH:5]=[N:6][CH:7]=1. The yield is 0.910. (2) The product is [F:30][C:29]([F:32])([F:31])[C:27]1[CH:26]=[C:5]([CH:4]=[C:3]([C:2]([F:33])([F:1])[F:34])[CH:28]=1)[CH2:6][N:7]([CH3:25])[C:8](=[O:24])[C:9]1[C:14]([C:15]2[CH:20]=[CH:19][CH:18]=[CH:17][C:16]=2[CH3:21])=[CH:13][C:12]([C:22]2[O:36][N:35]=[C:38]([CH3:39])[CH:23]=2)=[N:11][CH:10]=1. The reactants are [F:1][C:2]([F:34])([F:33])[C:3]1[CH:4]=[C:5]([CH:26]=[C:27]([C:29]([F:32])([F:31])[F:30])[CH:28]=1)[CH2:6][N:7]([CH3:25])[C:8](=[O:24])[C:9]1[C:14]([C:15]2[CH:20]=[CH:19][CH:18]=[CH:17][C:16]=2[CH3:21])=[CH:13][C:12]([C:22]#[CH:23])=[N:11][CH:10]=1.[N+:35]([CH2:38][CH3:39])([O-])=[O:36].C(OC(OC(C)(C)C)=O)(OC(C)(C)C)=O. The yield is 0.340. The catalyst is C(#N)C.C1(C)C=CC=CC=1. (3) The reactants are [CH3:1][C:2]1[CH:10]=[CH:9][C:5]([C:6]([OH:8])=[O:7])=[C:4]([OH:11])[CH:3]=1.S(=O)(=O)(O)O.[CH3:17]O. No catalyst specified. The product is [CH3:1][C:2]1[CH:10]=[CH:9][C:5]([C:6]([O:8][CH3:17])=[O:7])=[C:4]([OH:11])[CH:3]=1. The yield is 0.900. (4) The product is [CH2:52]([N:47]([CH2:48][CH2:49][OH:50])[C:27](=[O:28])[C:26]1[CH:30]=[CH:31][C:23]([N:20]2[CH2:19][CH2:18][CH:17]([NH:16][C:14]([C:11]3[CH:12]=[N:13][C:8]([C:4]4[CH:5]=[CH:6][CH:7]=[C:2]([F:1])[CH:3]=4)=[CH:9][CH:10]=3)=[O:15])[CH2:22][CH2:21]2)=[N:24][CH:25]=1)[CH3:51]. The reactants are [F:1][C:2]1[CH:3]=[C:4]([C:8]2[N:13]=[CH:12][C:11]([C:14]([NH:16][CH:17]3[CH2:22][CH2:21][N:20]([C:23]4[CH:31]=[CH:30][C:26]([C:27](O)=[O:28])=[CH:25][N:24]=4)[CH2:19][CH2:18]3)=[O:15])=[CH:10][CH:9]=2)[CH:5]=[CH:6][CH:7]=1.C(Cl)CCl.C1C=CC2N(O)N=NC=2C=1.C[N:47]1[CH2:52][CH2:51][O:50][CH2:49][CH2:48]1.C(NCCO)C. The yield is 0.430. The catalyst is O.C(OCC)(=O)C.CC(N(C)C)=O. (5) The reactants are FC(F)(F)C(O)=O.[N:8]1([C:14]2[N:19]3[N:20]=[C:21]([C:23]4[CH:28]=[CH:27][CH:26]=[CH:25][CH:24]=4)[CH:22]=[C:18]3[N:17]=[C:16]([NH:29][NH2:30])[CH:15]=2)[CH2:13][CH2:12][O:11][CH2:10][CH2:9]1.[C:31]([C:33]1[CH:40]=[CH:39][CH:38]=[CH:37][C:34]=1[CH:35]=O)#[N:32]. The catalyst is C(O)C. The product is [C:31]([C:33]1[CH:40]=[CH:39][CH:38]=[CH:37][C:34]=1[CH:35]=[N:30][NH:29][C:16]1[CH:15]=[C:14]([N:8]2[CH2:13][CH2:12][O:11][CH2:10][CH2:9]2)[N:19]2[N:20]=[C:21]([C:23]3[CH:28]=[CH:27][CH:26]=[CH:25][CH:24]=3)[CH:22]=[C:18]2[N:17]=1)#[N:32]. The yield is 0.940. (6) The reactants are [CH2:1]1[C:11]2[C:6](=[CH:7][CH:8]=[CH:9][CH:10]=2)[NH:5][C:3](=[O:4])[CH2:2]1.O.[N+:13]([O-])([OH:15])=[O:14]. The catalyst is OS(O)(=O)=O. The product is [N+:13]([C:8]1[CH:7]=[C:1]2[C:11](=[CH:10][CH:9]=1)[CH2:6][NH:5][C:3](=[O:4])[CH2:2]2)([O-:15])=[O:14]. The yield is 0.880. (7) The product is [CH3:1][O:2][C:3](=[O:24])[C:4]1[CH:9]=[CH:8][C:7]([O:10][CH2:26][CH2:27][CH2:28][O:29]/[N:30]=[CH:31]/[C:32]2[C:40]3[C:35](=[CH:36][CH:37]=[CH:38][CH:39]=3)[N:34]([CH2:41][C:42]3[CH:47]=[CH:46][CH:45]=[CH:44][CH:43]=3)[CH:33]=2)=[CH:6][C:5]=1[NH:11][C:12](=[O:23])[C:13]1[CH:14]=[CH:15][C:16]([C:19]([CH3:20])([CH3:21])[CH3:22])=[CH:17][CH:18]=1. The reactants are [CH3:1][O:2][C:3](=[O:24])[C:4]1[CH:9]=[CH:8][C:7]([OH:10])=[CH:6][C:5]=1[NH:11][C:12](=[O:23])[C:13]1[CH:18]=[CH:17][C:16]([C:19]([CH3:22])([CH3:21])[CH3:20])=[CH:15][CH:14]=1.O[CH2:26][CH2:27][CH2:28][O:29][N:30]=[CH:31][C:32]1[C:40]2[C:35](=[CH:36][CH:37]=[CH:38][CH:39]=2)[N:34]([CH2:41][C:42]2[CH:47]=[CH:46][CH:45]=[CH:44][CH:43]=2)[CH:33]=1.C1(P(C2C=CC=CC=2)C2C=CC=CC=2)C=CC=CC=1.N(C(OC(C)C)=O)=NC(OC(C)C)=O. The catalyst is O1CCCC1.[Cl-].[Na+].O. The yield is 0.550. (8) The reactants are [Br:1][C:2]1[N:7]=[C:6]([NH2:8])[CH:5]=[CH:4][C:3]=1[N+:9]([O-:11])=[O:10].CCN(CC)CC.Cl[C:20]([O:22][CH3:23])=[O:21]. The catalyst is CN(C1C=CN=CC=1)C.C(Cl)Cl.O. The product is [Br:1][C:2]1[N:7]=[C:6]([NH:8][C:20](=[O:21])[O:22][CH3:23])[CH:5]=[CH:4][C:3]=1[N+:9]([O-:11])=[O:10]. The yield is 0.820. (9) The reactants are [CH3:1][S:2][CH2:3][C:4]1[CH:13]=[CH:12][C:7]([C:8]([O:10][CH3:11])=[O:9])=[C:6]([OH:14])[CH:5]=1.[C:15]([O:19][C:20]([NH:22][CH2:23][CH2:24][CH2:25]O)=[O:21])([CH3:18])([CH3:17])[CH3:16]. No catalyst specified. The product is [CH3:1][S:2][CH2:3][C:4]1[CH:13]=[CH:12][C:7]([C:8]([O:10][CH3:11])=[O:9])=[C:6]([O:14][CH2:25][CH2:24][CH2:23][NH:22][C:20]([O:19][C:15]([CH3:16])([CH3:18])[CH3:17])=[O:21])[CH:5]=1. The yield is 0.760.